From a dataset of Full USPTO retrosynthesis dataset with 1.9M reactions from patents (1976-2016). Predict the reactants needed to synthesize the given product. (1) Given the product [O:28]=[C:26]1[N:25]2[CH2:29][CH2:30][NH:31][C:24]2=[CH:23][C:22]([O:21][CH2:20][C:5]2[CH:6]=[N:7][C:8]([O:9][C:10]3[CH:15]=[CH:14][CH:13]=[C:12]([C:16]([F:17])([F:18])[F:19])[CH:11]=3)=[C:3]([CH:4]=2)[C:1]#[N:2])=[N:27]1, predict the reactants needed to synthesize it. The reactants are: [C:1]([C:3]1[CH:4]=[C:5]([CH2:20][O:21][C:22]2[CH:23]=[C:24]3[N:31](C(OC(C)(C)C)=O)[CH2:30][CH2:29][N:25]3[C:26](=[O:28])[N:27]=2)[CH:6]=[N:7][C:8]=1[O:9][C:10]1[CH:15]=[CH:14][CH:13]=[C:12]([C:16]([F:19])([F:18])[F:17])[CH:11]=1)#[N:2].C(O)(C(F)(F)F)=O. (2) Given the product [ClH:1].[ClH:35].[Br:27][C:28]1[CH:29]=[C:30]([NH:31][C:2]2[C:11]3[C:6](=[CH:7][C:8]4[CH:15]=[C:14]([O:16][CH2:17][CH2:18][N:19]5[CH2:24][CH2:23][O:22][CH2:21][CH2:20]5)[C:13]([O:25][CH3:26])=[CH:12][C:9]=4[CH:10]=3)[N:5]=[CH:4][N:3]=2)[CH:32]=[CH:33][CH:34]=1, predict the reactants needed to synthesize it. The reactants are: [Cl:1][C:2]1[C:11]2[C:6](=[CH:7][C:8]3[CH:15]=[C:14]([O:16][CH2:17][CH2:18][N:19]4[CH2:24][CH2:23][O:22][CH2:21][CH2:20]4)[C:13]([O:25][CH3:26])=[CH:12][C:9]=3[CH:10]=2)[N:5]=[CH:4][N:3]=1.[Br:27][C:28]1[CH:29]=[C:30]([CH:32]=[CH:33][CH:34]=1)[NH2:31].[ClH:35].N1C=CC=CC=1.